From a dataset of Peptide-MHC class I binding affinity with 185,985 pairs from IEDB/IMGT. Regression. Given a peptide amino acid sequence and an MHC pseudo amino acid sequence, predict their binding affinity value. This is MHC class I binding data. (1) The binding affinity (normalized) is 0.624. The peptide sequence is KVPRNQDWL. The MHC is H-2-Db with pseudo-sequence H-2-Db. (2) The peptide sequence is MLLALVALV. The MHC is HLA-A02:01 with pseudo-sequence HLA-A02:01. The binding affinity (normalized) is 1.00.